From a dataset of Forward reaction prediction with 1.9M reactions from USPTO patents (1976-2016). Predict the product of the given reaction. (1) Given the reactants C(Cl)(=O)C(Cl)=O.CS(C)=O.[Si:11]([O:18][CH2:19][C:20]1([CH2:24][OH:25])[CH2:23][CH2:22][CH2:21]1)([C:14]([CH3:17])([CH3:16])[CH3:15])([CH3:13])[CH3:12], predict the reaction product. The product is: [Si:11]([O:18][CH2:19][C:20]1([CH:24]=[O:25])[CH2:21][CH2:22][CH2:23]1)([C:14]([CH3:17])([CH3:16])[CH3:15])([CH3:13])[CH3:12]. (2) Given the reactants [Br:1][C:2]1[C:3]([NH:8][C:9](=[O:16])[O:10][CH2:11][C:12]([Cl:15])([Cl:14])[Cl:13])=[N:4][N:5]([CH3:7])[CH:6]=1.O[CH:18]([CH2:31][CH:32]([CH3:34])[CH3:33])[C:19]([O:21][CH2:22][C:23]1[CH:28]=[CH:27][C:26]([O:29][CH3:30])=[CH:25][CH:24]=1)=[O:20].C1(P(C2C=CC=CC=2)C2C=CC=CC=2)C=CC=CC=1.N(C(OC(C)C)=O)=NC(OC(C)C)=O, predict the reaction product. The product is: [Br:1][C:2]1[C:3]([N:8]([C:9]([O:10][CH2:11][C:12]([Cl:14])([Cl:13])[Cl:15])=[O:16])[C@H:18]([C:19]([O:21][CH2:22][C:23]2[CH:24]=[CH:25][C:26]([O:29][CH3:30])=[CH:27][CH:28]=2)=[O:20])[CH2:31][CH:32]([CH3:34])[CH3:33])=[N:4][N:5]([CH3:7])[CH:6]=1. (3) Given the reactants [C:1]([C:3]1[CH:8]=[CH:7][N+:6]([O-:9])=[CH:5][CH:4]=1)#[N:2].S(=O)(=O)(O)O.[CH3:15][O:16][C:17]1[C:25]2[O:24][C:23]([CH3:27])([CH3:26])[CH2:22][C:21]=2[CH:20]=[C:19]([CH:28]=[C:29]([CH3:31])[CH3:30])[CH:18]=1.N, predict the reaction product. The product is: [CH3:15][O:16][C:17]1[CH:18]=[C:19]2[C:20](=[C:21]3[CH2:22][C:23]([CH3:27])([CH3:26])[O:24][C:25]=13)[C:1]([C:3]1[CH:8]=[CH:7][N+:6]([O-:9])=[CH:5][CH:4]=1)=[N:2][C:29]([CH3:31])([CH3:30])[CH2:28]2. (4) Given the reactants O=[C:2]1[CH2:7][CH2:6][N:5]([C:8]([O:10][C:11]([CH3:14])([CH3:13])[CH3:12])=[O:9])[CH2:4][CH2:3]1.[F:15][C:16]1[CH:22]=[CH:21][C:19]([NH2:20])=[CH:18][C:17]=1[O:23][CH3:24].FC1C=CC(NC2CCN(C(OC(C)(C)C)=O)CC2)=CC=1, predict the reaction product. The product is: [F:15][C:16]1[CH:22]=[CH:21][C:19]([NH:20][CH:2]2[CH2:7][CH2:6][N:5]([C:8]([O:10][C:11]([CH3:14])([CH3:13])[CH3:12])=[O:9])[CH2:4][CH2:3]2)=[CH:18][C:17]=1[O:23][CH3:24]. (5) Given the reactants ClC(O[C:5]1[CH:10]=[CH:9][C:8]([N+:11]([O-:13])=[O:12])=[CH:7][CH:6]=1)=O.[CH2:14]([O:16][CH:17]([O:19][CH:20]1[CH2:32][CH2:31][C:30]([O:34][CH:35]([O:37][CH2:38][CH3:39])[CH3:36])([CH3:33])[CH:29]([OH:40])[CH:28]=[CH:27][CH:26]([CH3:41])[CH:25](/[C:42](/[CH3:63])=[CH:43]/[CH:44]=[CH:45]/[CH:46]([CH3:62])[CH2:47][CH:48]2[O:61][CH:49]2[CH:50]([CH3:60])[CH:51]([O:54][CH:55]([O:57][CH2:58][CH3:59])[CH3:56])[CH2:52][CH3:53])[O:24][C:22](=[O:23])[CH2:21]1)[CH3:18])[CH3:15].C(N(CC)CC)C.CN(C1C=CC=CN=1)C.[C:80](=O)([OH:82])[O-:81].[Na+], predict the reaction product. The product is: [CH2:14]([O:16][CH:17]([O:19][CH:20]1[CH2:32][CH2:31][C:30]([O:34][CH:35]([O:37][CH2:38][CH3:39])[CH3:36])([CH3:33])[CH:29]([O:40][C:5]2[CH:10]=[CH:9][C:8]([N+:11]([O-:13])=[O:12])=[CH:7][CH:6]=2)[CH:28]=[CH:27][CH:26]([CH3:41])[CH:25](/[C:42](/[CH3:63])=[CH:43]/[CH:44]=[CH:45]/[CH:46]([CH3:62])[CH2:47][CH:48]2[O:61][CH:49]2[CH:50]([CH3:60])[CH:51]([O:54][CH:55]([O:57][CH2:58][CH3:59])[CH3:56])[CH2:52][CH3:53])[O:24][C:22](=[O:23])[CH:21]1[C:80]([OH:82])=[O:81])[CH3:18])[CH3:15]. (6) Given the reactants [F:1][C:2]([F:18])([F:17])[O:3][C:4]1[CH:16]=[CH:15][C:7]([CH2:8][CH:9]2[CH2:13][CH2:12][NH:11][C:10]2=[O:14])=[CH:6][CH:5]=1.Br[C:20]1[S:21][C:22]([C:26]([NH:28][CH2:29][C:30]2[CH:31]=[N:32][CH:33]=[CH:34][CH:35]=2)=[O:27])=[C:23]([CH3:25])[N:24]=1, predict the reaction product. The product is: [CH3:25][C:23]1[N:24]=[C:20]([N:11]2[CH2:12][CH2:13][CH:9]([CH2:8][C:7]3[CH:15]=[CH:16][C:4]([O:3][C:2]([F:17])([F:1])[F:18])=[CH:5][CH:6]=3)[C:10]2=[O:14])[S:21][C:22]=1[C:26]([NH:28][CH2:29][C:30]1[CH:31]=[N:32][CH:33]=[CH:34][CH:35]=1)=[O:27]. (7) Given the reactants [OH-].[Na+].[CH:3]1([C:6]2[C:29]([CH:30]3[CH2:32][CH2:31]3)=[CH:28][C:9]([CH2:10][N:11]3[CH2:16][CH2:15][CH:14]([N:17]4[CH:22]=[CH:21][C:20]([C:23]([O:25]C)=[O:24])=[CH:19][C:18]4=[O:27])[CH2:13][CH2:12]3)=[C:8]([O:33][CH:34]([CH3:36])[CH3:35])[CH:7]=2)[CH2:5][CH2:4]1, predict the reaction product. The product is: [CH:3]1([C:6]2[C:29]([CH:30]3[CH2:31][CH2:32]3)=[CH:28][C:9]([CH2:10][N:11]3[CH2:16][CH2:15][CH:14]([N:17]4[CH:22]=[CH:21][C:20]([C:23]([OH:25])=[O:24])=[CH:19][C:18]4=[O:27])[CH2:13][CH2:12]3)=[C:8]([O:33][CH:34]([CH3:36])[CH3:35])[CH:7]=2)[CH2:4][CH2:5]1.